Dataset: Forward reaction prediction with 1.9M reactions from USPTO patents (1976-2016). Task: Predict the product of the given reaction. Given the reactants [OH:1][C@@H:2]([C@@H:5]1[C@H:9]2[O:10]C(C)(C)[O:12][C@H:8]2[C@H:7]([N:15]2[C:19]3[N:20]=[C:21]([N:25](C(OC(C)(C)C)=O)C(OC(C)(C)C)=O)[N:22]=[C:23]([CH3:24])[C:18]=3[CH:17]=[CH:16]2)[O:6]1)[CH2:3][CH3:4].FC(F)(F)C(O)=O, predict the reaction product. The product is: [NH2:25][C:21]1[N:22]=[C:23]([CH3:24])[C:18]2[CH:17]=[CH:16][N:15]([C@H:7]3[C@H:8]([OH:12])[C@H:9]([OH:10])[C@@H:5]([C@H:2]([OH:1])[CH2:3][CH3:4])[O:6]3)[C:19]=2[N:20]=1.